Dataset: Reaction yield outcomes from USPTO patents with 853,638 reactions. Task: Predict the reaction yield, written as a fraction of the theoretical maximum amount of product (1.0 means a 100% yield; for example, 0.34 means a 34% yield). (1) The reactants are [Cl:1][C:2]1[CH:7]=[CH:6][CH:5]=[CH:4][C:3]=1[CH2:8][C:9]([OH:11])=[O:10].[CH3:12]O. The catalyst is S(=O)(=O)(O)O. The product is [CH3:12][O:10][C:9](=[O:11])[CH2:8][C:3]1[CH:4]=[CH:5][CH:6]=[CH:7][C:2]=1[Cl:1]. The yield is 0.975. (2) The reactants are [N+:1]([C:4]1[CH:5]=[C:6]([CH:14]=[CH:15][CH:16]=1)[O:7][CH2:8][CH2:9][CH2:10][CH2:11][CH2:12][NH2:13])([O-:3])=[O:2].[C:17]1([N:27]=[C:28]=[S:29])[C:26]2[C:21](=[CH:22][CH:23]=[CH:24][CH:25]=2)[CH:20]=[CH:19][CH:18]=1. The catalyst is ClCCl. The product is [C:17]1([NH:27][C:28]([NH:13][CH2:12][CH2:11][CH2:10][CH2:9][CH2:8][O:7][C:6]2[CH:14]=[CH:15][CH:16]=[C:4]([N+:1]([O-:3])=[O:2])[CH:5]=2)=[S:29])[C:26]2[C:21](=[CH:22][CH:23]=[CH:24][CH:25]=2)[CH:20]=[CH:19][CH:18]=1. The yield is 0.820. (3) The reactants are Br[C:2]1[CH:18]=[CH:17][C:5](/[CH:6]=[CH:7]/[C:8]2[CH:16]=[CH:15][C:11]([N:12]([CH3:14])[CH3:13])=[CH:10][CH:9]=2)=[CH:4][CH:3]=1.C1C[O:22][CH2:21]C1.[Li]CCCC. The catalyst is CN(C=O)C. The product is [CH3:13][N:12]([CH3:14])[C:11]1[CH:15]=[CH:16][C:8]([CH:7]=[CH:6][C:5]2[CH:17]=[CH:18][C:2]([CH:21]=[O:22])=[CH:3][CH:4]=2)=[CH:9][CH:10]=1. The yield is 0.600. (4) The reactants are Cl.[Cl:2][C:3]1[C:12]2[C:7](=[CH:8][C:9]([O:27][CH3:28])=[C:10]([O:13][C@H:14]3[CH2:19][CH2:18][CH2:17][N:16](C(OC(C)(C)C)=O)[CH2:15]3)[CH:11]=2)[N:6]=[CH:5][N:4]=1.[Cl:29][C:30]1[C:31]([F:37])=[C:32]([CH:34]=[CH:35][CH:36]=1)[NH2:33]. The catalyst is C(#N)C. The product is [ClH:2].[Cl:29][C:30]1[C:31]([F:37])=[C:32]([CH:34]=[CH:35][CH:36]=1)[NH:33][C:3]1[C:12]2[C:7](=[CH:8][C:9]([O:27][CH3:28])=[C:10]([O:13][C@H:14]3[CH2:19][CH2:18][CH2:17][NH:16][CH2:15]3)[CH:11]=2)[N:6]=[CH:5][N:4]=1. The yield is 0.660.